Dataset: Forward reaction prediction with 1.9M reactions from USPTO patents (1976-2016). Task: Predict the product of the given reaction. The product is: [Cl:1][C:2]1[C:3]([C:8]([NH:20][C:21]2[CH:22]=[C:23]([O:24][C:25]3[CH:26]=[CH:27][C:28]4[N:29]([N:31]=[C:32]([NH:34][C:35]([CH:37]5[CH2:38][CH2:39]5)=[O:36])[N:33]=4)[CH:30]=3)[CH:40]=[CH:41][C:42]=2[CH3:43])=[O:10])=[N:4][N:5]([CH3:7])[CH:6]=1. Given the reactants [Cl:1][C:2]1[C:3]([C:8]([OH:10])=O)=[N:4][N:5]([CH3:7])[CH:6]=1.O1CCCC1.S(Cl)(Cl)=O.[NH2:20][C:21]1[CH:22]=[C:23]([CH:40]=[CH:41][C:42]=1[CH3:43])[O:24][C:25]1[CH:26]=[CH:27][C:28]2[N:29]([N:31]=[C:32]([NH:34][C:35]([CH:37]3[CH2:39][CH2:38]3)=[O:36])[N:33]=2)[CH:30]=1, predict the reaction product.